This data is from NCI-60 drug combinations with 297,098 pairs across 59 cell lines. The task is: Regression. Given two drug SMILES strings and cell line genomic features, predict the synergy score measuring deviation from expected non-interaction effect. (1) Drug 1: CC(CN1CC(=O)NC(=O)C1)N2CC(=O)NC(=O)C2. Drug 2: CC1C(C(=O)NC(C(=O)N2CCCC2C(=O)N(CC(=O)N(C(C(=O)O1)C(C)C)C)C)C(C)C)NC(=O)C3=C4C(=C(C=C3)C)OC5=C(C(=O)C(=C(C5=N4)C(=O)NC6C(OC(=O)C(N(C(=O)CN(C(=O)C7CCCN7C(=O)C(NC6=O)C(C)C)C)C)C(C)C)C)N)C. Cell line: SK-MEL-28. Synergy scores: CSS=9.43, Synergy_ZIP=-3.18, Synergy_Bliss=2.72, Synergy_Loewe=2.21, Synergy_HSA=2.20. (2) Drug 2: C1CC(=O)NC(=O)C1N2C(=O)C3=CC=CC=C3C2=O. Synergy scores: CSS=1.92, Synergy_ZIP=-1.02, Synergy_Bliss=-0.700, Synergy_Loewe=-6.32, Synergy_HSA=-1.61. Drug 1: CCC1(CC2CC(C3=C(CCN(C2)C1)C4=CC=CC=C4N3)(C5=C(C=C6C(=C5)C78CCN9C7C(C=CC9)(C(C(C8N6C)(C(=O)OC)O)OC(=O)C)CC)OC)C(=O)OC)O.OS(=O)(=O)O. Cell line: KM12. (3) Drug 1: CN1CCC(CC1)COC2=C(C=C3C(=C2)N=CN=C3NC4=C(C=C(C=C4)Br)F)OC. Drug 2: C1CCC(C(C1)N)N.C(=O)(C(=O)[O-])[O-].[Pt+4]. Cell line: SNB-75. Synergy scores: CSS=9.77, Synergy_ZIP=-2.52, Synergy_Bliss=3.09, Synergy_Loewe=3.23, Synergy_HSA=3.77. (4) Drug 1: CN(CC1=CN=C2C(=N1)C(=NC(=N2)N)N)C3=CC=C(C=C3)C(=O)NC(CCC(=O)O)C(=O)O. Drug 2: COC1=C2C(=CC3=C1OC=C3)C=CC(=O)O2. Cell line: RXF 393. Synergy scores: CSS=1.29, Synergy_ZIP=-3.23, Synergy_Bliss=-2.65, Synergy_Loewe=-7.50, Synergy_HSA=-4.72. (5) Drug 1: CC(C1=C(C=CC(=C1Cl)F)Cl)OC2=C(N=CC(=C2)C3=CN(N=C3)C4CCNCC4)N. Drug 2: CNC(=O)C1=NC=CC(=C1)OC2=CC=C(C=C2)NC(=O)NC3=CC(=C(C=C3)Cl)C(F)(F)F. Cell line: NCI-H226. Synergy scores: CSS=34.5, Synergy_ZIP=-7.80, Synergy_Bliss=-4.81, Synergy_Loewe=-7.34, Synergy_HSA=-5.07. (6) Drug 1: C1C(C(OC1N2C=C(C(=O)NC2=O)F)CO)O. Drug 2: C1CN(CCN1C(=O)CCBr)C(=O)CCBr. Cell line: SNB-75. Synergy scores: CSS=24.5, Synergy_ZIP=-6.78, Synergy_Bliss=-4.36, Synergy_Loewe=-0.898, Synergy_HSA=0.405. (7) Drug 1: CC1=C2C(C(=O)C3(C(CC4C(C3C(C(C2(C)C)(CC1OC(=O)C(C(C5=CC=CC=C5)NC(=O)OC(C)(C)C)O)O)OC(=O)C6=CC=CC=C6)(CO4)OC(=O)C)O)C)O. Cell line: SW-620. Drug 2: CS(=O)(=O)CCNCC1=CC=C(O1)C2=CC3=C(C=C2)N=CN=C3NC4=CC(=C(C=C4)OCC5=CC(=CC=C5)F)Cl. Synergy scores: CSS=16.0, Synergy_ZIP=11.1, Synergy_Bliss=13.8, Synergy_Loewe=15.4, Synergy_HSA=14.0.